From a dataset of Full USPTO retrosynthesis dataset with 1.9M reactions from patents (1976-2016). Predict the reactants needed to synthesize the given product. Given the product [CH3:23][C:17]1[CH:18]=[C:19]([CH3:22])[CH:20]=[CH:21][C:16]=1[N:13]1[CH2:14][CH2:15][N:10]([C:8]([C:5]2[CH:6]=[CH:7][C:2]([N:32]3[C@H:31]([CH:28]([CH3:29])[CH3:30])[C:35]([CH3:36])([CH3:37])[O:34][C:33]3=[O:38])=[CH:3][C:4]=2[S:24]([CH3:27])(=[O:26])=[O:25])=[O:9])[CH2:11][CH2:12]1, predict the reactants needed to synthesize it. The reactants are: Br[C:2]1[CH:7]=[CH:6][C:5]([C:8]([N:10]2[CH2:15][CH2:14][N:13]([C:16]3[CH:21]=[CH:20][C:19]([CH3:22])=[CH:18][C:17]=3[CH3:23])[CH2:12][CH2:11]2)=[O:9])=[C:4]([S:24]([CH3:27])(=[O:26])=[O:25])[CH:3]=1.[CH:28]([C@@H:31]1[C:35]([CH3:37])([CH3:36])[O:34][C:33](=[O:38])[NH:32]1)([CH3:30])[CH3:29].